Dataset: Catalyst prediction with 721,799 reactions and 888 catalyst types from USPTO. Task: Predict which catalyst facilitates the given reaction. Reactant: P(Br)(Br)[Br:2].[I:5][C:6]1[C:7]([CH2:15]O)=[CH:8][C:9]2[O:13][CH2:12][O:11][C:10]=2[CH:14]=1.C([O-])(O)=O.[Na+]. Product: [Br:2][CH2:15][C:7]1[C:6]([I:5])=[CH:14][C:10]2[O:11][CH2:12][O:13][C:9]=2[CH:8]=1. The catalyst class is: 28.